From a dataset of Peptide-MHC class I binding affinity with 185,985 pairs from IEDB/IMGT. Regression. Given a peptide amino acid sequence and an MHC pseudo amino acid sequence, predict their binding affinity value. This is MHC class I binding data. (1) The peptide sequence is VTRPLRTMV. The MHC is HLA-B08:02 with pseudo-sequence HLA-B08:02. The binding affinity (normalized) is 0.0847. (2) The MHC is HLA-B38:01 with pseudo-sequence HLA-B38:01. The peptide sequence is VPRPCQKSL. The binding affinity (normalized) is 0.0847. (3) The peptide sequence is GMFNMLSTV. The MHC is HLA-A02:19 with pseudo-sequence HLA-A02:19. The binding affinity (normalized) is 0.674. (4) The peptide sequence is YCKMNWFLNW. The MHC is Mamu-B17 with pseudo-sequence Mamu-B17. The binding affinity (normalized) is 0.243.